From a dataset of Catalyst prediction with 721,799 reactions and 888 catalyst types from USPTO. Predict which catalyst facilitates the given reaction. (1) Reactant: [H-].[Na+].[Br:3][C:4]1[C:12]2[C:7](=[N:8][CH:9]=[C:10]([CH2:13][NH:14][C:15](=[O:21])[O:16][C:17]([CH3:20])([CH3:19])[CH3:18])[N:11]=2)[NH:6][CH:5]=1.[S:22](Cl)([C:25]1[CH:31]=[CH:30][C:28]([CH3:29])=[CH:27][CH:26]=1)(=[O:24])=[O:23].C(Cl)Cl. Product: [Br:3][C:4]1[C:12]2[C:7](=[N:8][CH:9]=[C:10]([CH2:13][NH:14][C:15](=[O:21])[O:16][C:17]([CH3:18])([CH3:20])[CH3:19])[N:11]=2)[N:6]([S:22]([C:25]2[CH:31]=[CH:30][C:28]([CH3:29])=[CH:27][CH:26]=2)(=[O:24])=[O:23])[CH:5]=1. The catalyst class is: 18. (2) Reactant: [C:1]([O:5][C:6](=[O:20])[NH:7][C:8]1([C:12]2[CH:17]=[CH:16][C:15]([C:18]#[CH:19])=[CH:14][CH:13]=2)[CH2:11][CH2:10][CH2:9]1)([CH3:4])([CH3:3])[CH3:2].C([Li])CCC.[CH3:26][O:27][C:28]1[CH:35]=[CH:34][CH:33]=[CH:32][C:29]=1[CH:30]=[O:31]. Product: [C:1]([O:5][C:6](=[O:20])[NH:7][C:8]1([C:12]2[CH:13]=[CH:14][C:15]([C:18]#[C:19][CH:30]([OH:31])[C:29]3[CH:32]=[CH:33][CH:34]=[CH:35][C:28]=3[O:27][CH3:26])=[CH:16][CH:17]=2)[CH2:9][CH2:10][CH2:11]1)([CH3:4])([CH3:3])[CH3:2]. The catalyst class is: 1. (3) Reactant: [CH2:1]([O:7][C:8]1[CH:13]=[CH:12][C:11]([CH2:14][CH2:15][C:16]([O:18]C)=O)=[CH:10][CH:9]=1)[CH2:2][CH2:3][CH2:4][CH2:5][CH3:6].O.[NH2:21][NH2:22]. Product: [CH2:1]([O:7][C:8]1[CH:13]=[CH:12][C:11]([CH2:14][CH2:15][C:16]([NH:21][NH2:22])=[O:18])=[CH:10][CH:9]=1)[CH2:2][CH2:3][CH2:4][CH2:5][CH3:6]. The catalyst class is: 8.